The task is: Predict the product of the given reaction.. This data is from Forward reaction prediction with 1.9M reactions from USPTO patents (1976-2016). Given the reactants [F:1][C:2]([F:13])([F:12])[C:3]1[CH:4]=[CH:5][C:6]([O:10][CH3:11])=[C:7]([CH:9]=1)[NH2:8].FC(F)(F)C1C=CC(OC)=C([N:22]=[C:23]=[O:24])C=1.[C:29]([C:32]1[CH:33]=[C:34]([CH:43]=[CH:44][CH:45]=1)[O:35][C:36]1[CH:42]=[CH:41][C:39]([NH2:40])=[CH:38][CH:37]=1)([OH:31])=[O:30], predict the reaction product. The product is: [C:29]([C:32]1[CH:33]=[C:34]([CH:43]=[CH:44][CH:45]=1)[O:35][C:36]1[CH:42]=[CH:41][C:39]([NH2:40])=[CH:38][CH:37]=1)([OH:31])=[O:30].[F:1][C:2]([F:12])([F:13])[C:3]1[CH:4]=[CH:5][C:6]([O:10][CH3:11])=[C:7]([NH:8][C:23]([NH:22][C:34]2[CH:43]=[CH:44][CH:45]=[C:32]([C:29]([OH:31])=[O:30])[CH:33]=2)=[O:24])[CH:9]=1.